From a dataset of Catalyst prediction with 721,799 reactions and 888 catalyst types from USPTO. Predict which catalyst facilitates the given reaction. (1) Reactant: [NH2:1][C:2]1[C:11]([F:12])=[C:10](F)[C:9]([O:14][CH3:15])=[C:8]2[C:3]=1[C:4](=[O:22])[C:5]([C:19]([OH:21])=[O:20])=[CH:6][N:7]2[CH:16]1[CH2:18][CH2:17]1.[CH:23]1([NH:26][CH2:27][C@@H:28]2[C@H:32]([F:33])[CH2:31][NH:30][CH2:29]2)[CH2:25][CH2:24]1.C(N(CC)CC)C. Product: [NH2:1][C:2]1[C:11]([F:12])=[C:10]([N:30]2[CH2:31][C@@H:32]([F:33])[C@@H:28]([CH2:27][NH:26][CH:23]3[CH2:24][CH2:25]3)[CH2:29]2)[C:9]([O:14][CH3:15])=[C:8]2[C:3]=1[C:4](=[O:22])[C:5]([C:19]([OH:21])=[O:20])=[CH:6][N:7]2[CH:16]1[CH2:17][CH2:18]1. The catalyst class is: 16. (2) Reactant: C1N=CN([C:6](N2C=NC=C2)=[O:7])C=1.[N:13]1[CH:18]=[CH:17][CH:16]=[C:15]([CH2:19][OH:20])[CH:14]=1.[NH2:21][CH:22]1[C:30]2[C:25](=[CH:26][C:27]([C:31]([NH:33][C:34]3[CH:39]=[CH:38][CH:37]=[CH:36][C:35]=3[NH:40][C:41](=[O:47])[O:42][C:43]([CH3:46])([CH3:45])[CH3:44])=[O:32])=[CH:28][CH:29]=2)[CH2:24][CH2:23]1.CCN(CC)CC.C1CCN2C(=NCCC2)CC1. Product: [C:43]([O:42][C:41]([NH:40][C:35]1[CH:36]=[CH:37][CH:38]=[CH:39][C:34]=1[NH:33][C:31]([C:27]1[CH:26]=[C:25]2[C:30](=[CH:29][CH:28]=1)[CH:22]([NH:21][C:6](=[O:7])[O:20][CH2:19][C:15]1[CH:14]=[N:13][CH:18]=[CH:17][CH:16]=1)[CH2:23][CH2:24]2)=[O:32])=[O:47])([CH3:44])([CH3:46])[CH3:45]. The catalyst class is: 49. (3) Reactant: [N+:1]([C:4]1[CH:5]=[N:6][CH:7]=[CH:8][C:9]=1[C:10]1[CH2:15][CH2:14][CH2:13][C:12](=[O:16])[CH:11]=1)([O-:3])=[O:2].[BH4-].[Na+]. Product: [N+:1]([C:4]1[CH:5]=[N:6][CH:7]=[CH:8][C:9]=1[C:10]1[CH2:15][CH2:14][CH2:13][CH:12]([OH:16])[CH:11]=1)([O-:3])=[O:2]. The catalyst class is: 14.